Dataset: Forward reaction prediction with 1.9M reactions from USPTO patents (1976-2016). Task: Predict the product of the given reaction. (1) Given the reactants [Br:1][C:2]1[CH:7]=[CH:6][C:5]([CH3:8])=[CH:4][N:3]=1.ClC1C=CC=C(C(OO)=[O:17])C=1, predict the reaction product. The product is: [Br:1][C:2]1[CH:7]=[CH:6][C:5]([CH3:8])=[CH:4][N+:3]=1[O-:17]. (2) Given the reactants [C:1]([O-:13])(=[O:12])[CH2:2][C:3]([CH2:8][C:9]([O-:11])=[O:10])([C:5]([O-:7])=[O:6])[OH:4].[Na+:14].[Na+].[Na+].C1CS(=[O:21])C(N2C(=O)NC(=O)C(F)=C2)C1, predict the reaction product. The product is: [OH2:4].[OH2:21].[C:1]([O-:13])(=[O:12])[CH2:2][C:3]([CH2:8][C:9]([O-:11])=[O:10])([C:5]([O-:7])=[O:6])[OH:4].[Na+:14].[Na+:14].[Na+:14]. (3) Given the reactants [O:1]([C:8]1[C:9]([C:18]#[N:19])=[N:10][CH:11]=[C:12]([C:14]([F:17])([F:16])[F:15])[CH:13]=1)[C:2]1[CH:7]=[CH:6][CH:5]=[CH:4][CH:3]=1.S(=O)(=O)(O)[OH:21].[OH-].[NH4+], predict the reaction product. The product is: [O:1]([C:8]1[C:9]([C:18]([NH2:19])=[O:21])=[N:10][CH:11]=[C:12]([C:14]([F:17])([F:15])[F:16])[CH:13]=1)[C:2]1[CH:3]=[CH:4][CH:5]=[CH:6][CH:7]=1. (4) Given the reactants [CH2:1]([O:8][CH2:9][CH2:10][OH:11])[C:2]1[CH:7]=[CH:6][CH:5]=[CH:4][CH:3]=1.[H-].[Na+].Br[CH2:15][C:16]#[CH:17], predict the reaction product. The product is: [CH2:17]([O:11][CH2:10][CH2:9][O:8][CH2:1][C:2]1[CH:7]=[CH:6][CH:5]=[CH:4][CH:3]=1)[C:16]#[CH:15]. (5) Given the reactants O[C:2]1[C:11]([I:12])=[C:10]([OH:13])[C:9]2[C:4](=[CH:5][CH:6]=[CH:7][CH:8]=2)[C:3]=1[C:14]([O:16][CH2:17][C:18]1[CH:23]=[CH:22][CH:21]=[CH:20][CH:19]=1)=[O:15].S([O:29][CH3:30])(OC)(=O)=O.[C:31](=O)([O-])[O-].[K+].[K+], predict the reaction product. The product is: [CH2:17]([O:16][C:14]([C:3]1[C:4]2[C:9](=[CH:8][CH:7]=[CH:6][CH:5]=2)[C:10]([O:13][CH3:31])=[C:11]([I:12])[C:2]=1[O:29][CH3:30])=[O:15])[C:18]1[CH:23]=[CH:22][CH:21]=[CH:20][CH:19]=1. (6) Given the reactants [C:1]([C:4]1[C:13]2[C:8](=[CH:9][CH:10]=[CH:11][CH:12]=2)[CH:7]=[CH:6][CH:5]=1)(=[O:3])[CH3:2].C(O)C.[H-].[Na+].Cl.[C:20](=O)([O:24]CC)[O:21][CH2:22][CH3:23], predict the reaction product. The product is: [C:4]1([C:1]([CH2:2][C:20]([O:21][CH2:22][CH3:23])=[O:24])=[O:3])[C:13]2[C:8](=[CH:9][CH:10]=[CH:11][CH:12]=2)[CH:7]=[CH:6][CH:5]=1. (7) The product is: [CH2:38]([N:35]1[CH2:34][CH2:33][N:32]([C:24]2[C:25]3[C:30](=[CH:29][CH:28]=[CH:27][CH:26]=3)[CH:31]=[C:22]([C:14]3[CH:15]=[CH:16][C:11]([CH2:10][CH2:9][O:8][CH2:1][C:2]4[CH:7]=[CH:6][CH:5]=[CH:4][CH:3]=4)=[CH:12][CH:13]=3)[N:23]=2)[CH2:37][CH2:36]1)[CH3:39]. Given the reactants [CH2:1]([O:8][CH2:9][CH2:10][C:11]1[CH:16]=[CH:15][C:14](OB(O)O)=[CH:13][CH:12]=1)[C:2]1[CH:7]=[CH:6][CH:5]=[CH:4][CH:3]=1.Br[C:22]1[N:23]=[C:24]([N:32]2[CH2:37][CH2:36][N:35]([CH2:38][CH3:39])[CH2:34][CH2:33]2)[C:25]2[C:30]([CH:31]=1)=[CH:29][CH:28]=[CH:27][CH:26]=2.C(=O)([O-])[O-].[Na+].[Na+], predict the reaction product. (8) Given the reactants [F:1][C:2]1[C:7]([O:8]C)=[C:6]([F:10])[CH:5]=[CH:4][C:3]=1[CH:11]([NH:26][C:27]1[CH:36]=[CH:35][CH:34]=[C:33]2[C:28]=1[CH:29]=[CH:30][C:31]([CH3:37])=[N:32]2)[C:12]([CH2:18][S:19][C:20]1[N:25]=[CH:24][CH:23]=[CH:22][N:21]=1)([C:14]([F:17])([F:16])[F:15])[OH:13].B(Br)(Br)Br, predict the reaction product. The product is: [F:1][C:2]1[C:7]([OH:8])=[C:6]([F:10])[CH:5]=[CH:4][C:3]=1[CH:11]([NH:26][C:27]1[CH:36]=[CH:35][CH:34]=[C:33]2[C:28]=1[CH:29]=[CH:30][C:31]([CH3:37])=[N:32]2)[C:12]([CH2:18][S:19][C:20]1[N:21]=[CH:22][CH:23]=[CH:24][N:25]=1)([C:14]([F:17])([F:16])[F:15])[OH:13].